This data is from Peptide-MHC class I binding affinity with 185,985 pairs from IEDB/IMGT. The task is: Regression. Given a peptide amino acid sequence and an MHC pseudo amino acid sequence, predict their binding affinity value. This is MHC class I binding data. The peptide sequence is ATYCYKCSPL. The MHC is HLA-B42:01 with pseudo-sequence HLA-B42:01. The binding affinity (normalized) is 0.349.